From a dataset of Catalyst prediction with 721,799 reactions and 888 catalyst types from USPTO. Predict which catalyst facilitates the given reaction. (1) Reactant: [CH2:1]([O:3][C:4]([C:6]1[C:7]2[CH:20]=[CH:19][CH:18]=[CH:17][C:8]=2[S:9][C:10]=1[NH:11]C(C1CC1)=O)=[O:5])[CH3:2].N. Product: [CH2:1]([O:3][C:4]([C:6]1[C:7]2[CH:20]=[CH:19][CH:18]=[CH:17][C:8]=2[S:9][C:10]=1[NH2:11])=[O:5])[CH3:2]. The catalyst class is: 501. (2) Reactant: [CH3:1][NH:2][CH2:3][CH2:4][N:5]1[CH2:10][CH2:9][S:8][C:7]2[CH:11]=[C:12]([N+:15]([O-:17])=[O:16])[CH:13]=[CH:14][C:6]1=2.C(N(CC)CC)C.[C:25](O[C:25]([O:27][C:28]([CH3:31])([CH3:30])[CH3:29])=[O:26])([O:27][C:28]([CH3:31])([CH3:30])[CH3:29])=[O:26]. Product: [CH3:1][N:2]([CH2:3][CH2:4][N:5]1[CH2:10][CH2:9][S:8][C:7]2[CH:11]=[C:12]([N+:15]([O-:17])=[O:16])[CH:13]=[CH:14][C:6]1=2)[C:25](=[O:26])[O:27][C:28]([CH3:31])([CH3:30])[CH3:29]. The catalyst class is: 38. (3) Reactant: C1C=CC2N(O)N=NC=2C=1.C(Cl)CCl.[F:15][C:16]1[CH:53]=[CH:52][C:19]([O:20][C:21]2[CH:26]=[CH:25][C:24]([S:27]([N:30]3[CH2:39][CH2:38][C:37]4[C:32](=[CH:33][CH:34]=[C:35]([O:40][CH2:41][CH2:42][N:43]5[CH2:48][CH2:47][O:46][CH2:45][CH2:44]5)[CH:36]=4)[CH:31]3[C:49](O)=[O:50])(=[O:29])=[O:28])=[CH:23][CH:22]=2)=[CH:18][CH:17]=1.[O:54]1[CH2:59][CH2:58][CH2:57][CH2:56][CH:55]1[O:60][NH2:61]. Product: [O:54]1[CH2:59][CH2:58][CH2:57][CH2:56][CH:55]1[O:60][NH:61][C:49]([CH:31]1[C:32]2[C:37](=[CH:36][C:35]([O:40][CH2:41][CH2:42][N:43]3[CH2:44][CH2:45][O:46][CH2:47][CH2:48]3)=[CH:34][CH:33]=2)[CH2:38][CH2:39][N:30]1[S:27]([C:24]1[CH:25]=[CH:26][C:21]([O:20][C:19]2[CH:18]=[CH:17][C:16]([F:15])=[CH:53][CH:52]=2)=[CH:22][CH:23]=1)(=[O:28])=[O:29])=[O:50]. The catalyst class is: 3.